From a dataset of Forward reaction prediction with 1.9M reactions from USPTO patents (1976-2016). Predict the product of the given reaction. (1) Given the reactants [OH2:1].[O-:2][CH2:3][CH2:4][CH2:5]C.[O-:7][CH2:8][CH2:9]CC.[O-][CH2:13]CCC.[O-]CCCC.[Ti+4:22].CC(O)(CCC)CCO, predict the reaction product. The product is: [C:8]([O:7][CH:4]([CH3:5])[CH2:3][O:2][CH3:13])(=[O:1])[CH3:9].[Ti:22]. (2) Given the reactants CC1C=CC(S([O:11][CH2:12][C@@H:13]2[CH2:15][C:14]2([F:17])[F:16])(=O)=O)=CC=1.[CH:18]1([C:21]2[CH:22]=[C:23]([CH:26]=[C:27](O)[C:28]=2[I:29])[CH:24]=[O:25])[CH2:20][CH2:19]1.C(=O)([O-])[O-].[K+].[K+].CN(C=O)C, predict the reaction product. The product is: [CH:18]1([C:21]2[CH:22]=[C:23]([CH:26]=[C:27]([O:11][CH2:12][C@@H:13]3[CH2:15][C:14]3([F:16])[F:17])[C:28]=2[I:29])[CH:24]=[O:25])[CH2:19][CH2:20]1. (3) Given the reactants [CH:1]([C:3]1[CH:4]=[C:5]2[C:9](=[CH:10][CH:11]=1)[C:8](=O)[CH2:7][CH2:6]2)=[CH2:2].Cl.[NH2:14][OH:15].C([O-])(=O)C.[Na+], predict the reaction product. The product is: [CH:1]([C:3]1[CH:4]=[C:5]2[C:9](=[CH:10][CH:11]=1)/[C:8](=[N:14]/[OH:15])/[CH2:7][CH2:6]2)=[CH2:2]. (4) Given the reactants Br[C:2]1[C:10]2[O:9][CH:8]([CH2:11][NH:12][C:13](=[O:15])[O-:14])[CH2:7][C:6]=2[CH:5]=[CH:4][CH:3]=1.[Cl:16][C:17]1[CH:22]=[CH:21][C:20]([Cl:23])=[CH:19][C:18]=1B(O)O, predict the reaction product. The product is: [Cl:16][C:17]1[CH:22]=[CH:21][C:20]([Cl:23])=[CH:19][C:18]=1[C:2]1[C:10]2[O:9][CH:8]([CH2:11][NH:12][C:13](=[O:15])[O:14][CH2:7][C:6]3[CH:10]=[CH:2][CH:3]=[CH:4][CH:5]=3)[CH2:7][C:6]=2[CH:5]=[CH:4][CH:3]=1. (5) Given the reactants [C:1]([O:5][C:6]([N:8]1[CH2:12][C@@H:11]([CH3:13])[CH2:10][C@H:9]1[C:14]1[NH:15][CH:16]=[C:17]([C:19]2[CH:24]=[CH:23][C:22]([Br:25])=[CH:21][CH:20]=2)[N:18]=1)=[O:7])([CH3:4])([CH3:3])[CH3:2].[F:26][B-](F)(F)F.F[B-](F)(F)F.F[N+]12CC[N+](O)(CC1)CC2, predict the reaction product. The product is: [C:1]([O:5][C:6]([N:8]1[CH2:12][C@@H:11]([CH3:13])[CH2:10][C@H:9]1[C:14]1[NH:15][C:16]([F:26])=[C:17]([C:19]2[CH:20]=[CH:21][C:22]([Br:25])=[CH:23][CH:24]=2)[N:18]=1)=[O:7])([CH3:2])([CH3:3])[CH3:4].